From a dataset of Forward reaction prediction with 1.9M reactions from USPTO patents (1976-2016). Predict the product of the given reaction. Given the reactants [CH3:1][C:2]([CH3:29])([CH2:7][C:8](=[O:28])[NH:9][NH:10][C:11]([C:13]1[S:14][CH:15]=[C:16]([CH2:18][O:19]COCC[Si](C)(C)C)[N:17]=1)=O)[C:3]([O:5][CH3:6])=[O:4], predict the reaction product. The product is: [OH:19][CH2:18][C:16]1[N:17]=[C:13]([C:11]2[O:28][C:8]([CH2:7][C:2]([CH3:29])([CH3:1])[C:3]([O:5][CH3:6])=[O:4])=[N:9][N:10]=2)[S:14][CH:15]=1.